From a dataset of Forward reaction prediction with 1.9M reactions from USPTO patents (1976-2016). Predict the product of the given reaction. Given the reactants [F:1][C:2]1[CH:7]=[C:6]([F:8])[CH:5]=[CH:4][C:3]=1B(O)O.C1(P(C2CCCCC2)C2C=CC=CC=2C2C(OC)=CC=CC=2OC)CCCCC1.C(=O)([O-])[O-].[Na+].[Na+].Br[C:48]1[CH:55]=[CH:54][C:51]([CH:52]=[O:53])=[C:50]([F:56])[C:49]=1[F:57], predict the reaction product. The product is: [F:57][C:49]1[C:50]([F:56])=[C:51]([CH:52]=[O:53])[CH:54]=[CH:55][C:48]=1[C:3]1[CH:4]=[CH:5][C:6]([F:8])=[CH:7][C:2]=1[F:1].